From a dataset of Reaction yield outcomes from USPTO patents with 853,638 reactions. Predict the reaction yield, written as a fraction of the theoretical maximum amount of product (1.0 means a 100% yield; for example, 0.34 means a 34% yield). (1) The reactants are C([O:3][CH:4](OCC)[CH2:5][CH2:6][CH2:7][CH2:8][CH2:9]/[CH:10]=[CH:11]\[CH2:12][CH2:13]/[CH:14]=[CH:15]\[CH:16]=[CH:17]\[CH2:18][CH3:19])C.Cl. The catalyst is C1(C)C=CC=CC=1. The product is [CH:4](=[O:3])[CH2:5][CH2:6][CH2:7][CH2:8][CH2:9]/[CH:10]=[CH:11]\[CH2:12][CH2:13]/[CH:14]=[CH:15]\[CH:16]=[CH:17]\[CH2:18][CH3:19]. The yield is 0.827. (2) The catalyst is ClCCl. The yield is 0.830. The reactants are [Cl:1][C:2]1[CH:10]=[CH:9][CH:8]=[C:7]2[C:3]=1[C:4](O)([C:12]1[C:20]([OH:21])=[CH:19][C:15]3[O:16][CH2:17][O:18][C:14]=3[CH:13]=1)[C:5](=[O:11])[NH:6]2.FC(F)(F)C(O)=O.C([SiH](CC)CC)C. The product is [Cl:1][C:2]1[CH:10]=[CH:9][CH:8]=[C:7]2[C:3]=1[CH:4]([C:12]1[C:20]([OH:21])=[CH:19][C:15]3[O:16][CH2:17][O:18][C:14]=3[CH:13]=1)[C:5](=[O:11])[NH:6]2. (3) The reactants are [CH:1]([N:4]1[CH:12]=[N:11][C:10]2[C:5]1=[N:6][C:7]([O:20][C:21]1[CH:26]=[CH:25][CH:24]=[C:23]([N+:27]([O-])=O)[CH:22]=1)=[N:8][C:9]=2[NH:13][C:14]1[CH:15]=[N:16][N:17]([CH3:19])[CH:18]=1)([CH3:3])[CH3:2].[NH4+].[Cl-]. The catalyst is CCOC(C)=O.O.[Fe]. The product is [NH2:27][C:23]1[CH:22]=[C:21]([CH:26]=[CH:25][CH:24]=1)[O:20][C:7]1[N:6]=[C:5]2[C:10]([N:11]=[CH:12][N:4]2[CH:1]([CH3:3])[CH3:2])=[C:9]([NH:13][C:14]2[CH:15]=[N:16][N:17]([CH3:19])[CH:18]=2)[N:8]=1. The yield is 1.00. (4) The product is [CH3:10][NH:11][CH:6]1[CH2:7][CH2:8][CH:3]([C:1]#[N:2])[CH2:4][CH2:5]1. The catalyst is C1COCC1.C(Cl)Cl. The reactants are [C:1]([CH:3]1[CH2:8][CH2:7][C:6](=O)[CH2:5][CH2:4]1)#[N:2].[CH3:10][NH2:11].[BH-](OC(C)=O)(OC(C)=O)OC(C)=O.[Na+]. The yield is 0.890.